This data is from Catalyst prediction with 721,799 reactions and 888 catalyst types from USPTO. The task is: Predict which catalyst facilitates the given reaction. (1) Reactant: [Cl:1][C:2]1[CH:7]=[C:6](/[CH:8]=[CH:9]/[CH:10]([C:15]2[CH:20]=[C:19]([Cl:21])[CH:18]=[C:17]([Cl:22])[CH:16]=2)[C:11]([F:14])([F:13])[F:12])[CH:5]=[CH:4][C:3]=1[CH2:23][NH2:24].[CH2:25]([N:27]=[C:28]=[O:29])[CH3:26]. Product: [Cl:1][C:2]1[CH:7]=[C:6](/[CH:8]=[CH:9]/[CH:10]([C:15]2[CH:16]=[C:17]([Cl:22])[CH:18]=[C:19]([Cl:21])[CH:20]=2)[C:11]([F:13])([F:14])[F:12])[CH:5]=[CH:4][C:3]=1[CH2:23][NH:24][C:28]([NH:27][CH2:25][CH3:26])=[O:29]. The catalyst class is: 2. (2) Reactant: [F:1][C:2]1[CH:7]=[CH:6][CH:5]=[C:4]([F:8])[C:3]=1[N:9]1[C:17]2[CH:16]=[CH:15][N:14]=[C:13]([O:18][CH3:19])[C:12]=2[C:11]([C:20]2[CH:25]=[CH:24][C:23]([N:26]3[CH2:31][CH2:30][NH:29][CH2:28][CH2:27]3)=[CH:22][CH:21]=2)=[N:10]1.C(N(CC)CC)C.[CH3:39][S:40](Cl)(=[O:42])=[O:41]. Product: [F:1][C:2]1[CH:7]=[CH:6][CH:5]=[C:4]([F:8])[C:3]=1[N:9]1[C:17]2[CH:16]=[CH:15][N:14]=[C:13]([O:18][CH3:19])[C:12]=2[C:11]([C:20]2[CH:21]=[CH:22][C:23]([N:26]3[CH2:27][CH2:28][N:29]([S:40]([CH3:39])(=[O:42])=[O:41])[CH2:30][CH2:31]3)=[CH:24][CH:25]=2)=[N:10]1. The catalyst class is: 4. (3) Reactant: [CH3:1][O:2][C:3]1[CH:8]=[C:7]([C:9]2[CH:14]=[CH:13][CH:12]=[C:11]([N+:15]([O-])=O)[C:10]=2[CH3:18])[CH:6]=[CH:5][N:4]=1.[H][H]. Product: [CH3:1][O:2][C:3]1[CH:8]=[C:7]([C:9]2[C:10]([CH3:18])=[C:11]([NH2:15])[CH:12]=[CH:13][CH:14]=2)[CH:6]=[CH:5][N:4]=1. The catalyst class is: 19. (4) Product: [Br:16][CH2:1][C:2]1[CH:15]=[CH:14][C:5]([C:6]([C:8]2[CH:13]=[CH:12][CH:11]=[CH:10][CH:9]=2)=[O:7])=[CH:4][CH:3]=1. The catalyst class is: 27. Reactant: [CH3:1][C:2]1[CH:15]=[CH:14][C:5]([C:6]([C:8]2[CH:13]=[CH:12][CH:11]=[CH:10][CH:9]=2)=[O:7])=[CH:4][CH:3]=1.[Br:16]Br.C1C=CC=CC=1.